Dataset: Full USPTO retrosynthesis dataset with 1.9M reactions from patents (1976-2016). Task: Predict the reactants needed to synthesize the given product. (1) Given the product [C:1]1([S:7]([N:10]2[C:14]3=[N:15][CH:16]=[C:17]([CH2:19][CH:20]4[CH2:27][O:26][C:23]([CH3:25])([CH3:24])[O:22]4)[CH:18]=[C:13]3[CH:12]=[C:11]2[C:28]([C:53]2[CH:54]=[CH:55][C:50]([S:47]([CH3:46])(=[O:49])=[O:48])=[CH:51][CH:52]=2)=[CH:29][CH:30]2[CH2:34][CH2:33][CH2:32][CH2:31]2)(=[O:8])=[O:9])[CH:2]=[CH:3][CH:4]=[CH:5][CH:6]=1, predict the reactants needed to synthesize it. The reactants are: [C:1]1([S:7]([N:10]2[C:14]3=[N:15][CH:16]=[C:17]([CH2:19][CH:20]([O:22][C:23]([O:26][CH3:27])([CH3:25])[CH3:24])C)[CH:18]=[C:13]3[CH:12]=[C:11]2[C:28](OS(C2C=CC(C)=CC=2)(=O)=O)=[CH:29][CH:30]2[CH2:34][CH2:33][CH2:32][CH2:31]2)(=[O:9])=[O:8])[CH:6]=[CH:5][CH:4]=[CH:3][CH:2]=1.[CH3:46][S:47]([C:50]1[CH:55]=[CH:54][C:53](B(O)O)=[CH:52][CH:51]=1)(=[O:49])=[O:48].C(=O)([O-])[O-].[Na+].[Na+]. (2) Given the product [CH2:1]([O:3][C:4]1[CH:25]=[CH:24][CH:23]=[CH:22][C:5]=1[O:6][C@@H:7]1[CH2:12][CH2:11][CH2:10][N:9]([C:13]2[N:18]=[CH:17][C:16]([C:19]([NH:55][C@@H:56]([C:58]3[CH:59]=[C:60]([CH:65]=[CH:66][CH:67]=3)[C:61]([O:63][CH3:64])=[O:62])[CH3:57])=[O:21])=[CH:15][N:14]=2)[CH2:8]1)[CH3:2], predict the reactants needed to synthesize it. The reactants are: [CH2:1]([O:3][C:4]1[CH:25]=[CH:24][CH:23]=[CH:22][C:5]=1[O:6][C@@H:7]1[CH2:12][CH2:11][CH2:10][N:9]([C:13]2[N:18]=[CH:17][C:16]([C:19]([OH:21])=O)=[CH:15][N:14]=2)[CH2:8]1)[CH3:2].C(N(CC)CC)C.ON1C2C=CC=CC=2N=N1.Cl.CN(C)CCCN=C=NCC.[NH2:55][C@@H:56]([C:58]1[CH:59]=[C:60]([CH:65]=[CH:66][CH:67]=1)[C:61]([O:63][CH3:64])=[O:62])[CH3:57]. (3) Given the product [C:2]1([C:21]2[CH:26]=[CH:25][CH:24]=[CH:23][CH:22]=2)[CH:7]=[CH:6][CH:5]=[C:4]([N:8]2[CH:12]=[C:11]([C:13]([C:15]3[CH:20]=[CH:19][CH:18]=[CH:17][CH:16]=3)=[O:14])[N:10]=[CH:9]2)[CH:3]=1, predict the reactants needed to synthesize it. The reactants are: Br[C:2]1[CH:3]=[C:4]([N:8]2[CH:12]=[C:11]([C:13]([C:15]3[CH:20]=[CH:19][CH:18]=[CH:17][CH:16]=3)=[O:14])[N:10]=[CH:9]2)[CH:5]=[CH:6][CH:7]=1.[C:21]1(B(O)O)[CH:26]=[CH:25][CH:24]=[CH:23][CH:22]=1.C([O-])([O-])=O.[Na+].[Na+].